The task is: Predict the reactants needed to synthesize the given product.. This data is from Retrosynthesis with 50K atom-mapped reactions and 10 reaction types from USPTO. (1) Given the product COc1ccc(-c2cc(NC(=O)Nc3c(C)cc(C)cc3C)c(C(=O)NC3(C(=O)O)CCC3)s2)cc1, predict the reactants needed to synthesize it. The reactants are: COC(=O)C1(NC(=O)c2sc(-c3ccc(OC)cc3)cc2NC(=O)Nc2c(C)cc(C)cc2C)CCC1. (2) Given the product CCOC(=O)C1=C(COCCCC(=O)OC)NC(C)=C(C(=O)OC)C1c1cccc(Cl)c1Cl, predict the reactants needed to synthesize it. The reactants are: CCOC(=O)C1=C(COCC#CC(=O)OC)NC(C)=C(C(=O)OC)C1c1cccc(Cl)c1Cl. (3) Given the product COc1cnc2c(Cl)nccc2n1, predict the reactants needed to synthesize it. The reactants are: CN(C)C=O.Clc1cnc2c(Cl)nccc2n1. (4) Given the product COc1ccc(N(C)c2nc(NCCN)nc3ccccc23)cc1OC, predict the reactants needed to synthesize it. The reactants are: COc1ccc(N(C)c2nc(NCCNC(=O)OC(C)(C)C)nc3ccccc23)cc1OC. (5) Given the product O=C(O)c1cc2cc(Br)ccc2nc1NC(Cc1ccc(Oc2nc3ccccc3cc2C(=O)O)cc1)C(=O)O, predict the reactants needed to synthesize it. The reactants are: O=C(O)c1cc2cc(Br)ccc2nc1NC(Cc1ccc(O)cc1)C(=O)O.O=C(O)c1cc2ccccc2nc1Cl. (6) Given the product Cc1ccc(C(=O)N2CCc3nnc(NN=C4CCCCC4)cc3C2)cc1, predict the reactants needed to synthesize it. The reactants are: Cc1ccc(C(=O)N2CCc3nnc(NN)cc3C2)cc1.O=C1CCCCC1. (7) The reactants are: CCSCc1cccc2c(C(CCOS(C)(=O)=O)c3ccc(Cl)cc3)c[nH]c12.[C-]#N. Given the product CCSCc1cccc2c(C(CCC#N)c3ccc(Cl)cc3)c[nH]c12, predict the reactants needed to synthesize it. (8) The reactants are: CC1CCNCC1.O=C(Nc1ccc(OCCN2CCOCC2)c2ccccc12)c1ccnc(Cl)c1. Given the product CC1CCN(c2cc(C(=O)Nc3ccc(OCCN4CCOCC4)c4ccccc34)ccn2)CC1, predict the reactants needed to synthesize it. (9) Given the product CCOC(=O)C=Cc1ccc(C#CC2(O)CN3CCC2CC3)c(OCC)c1, predict the reactants needed to synthesize it. The reactants are: CCOC(=O)C=P(c1ccccc1)(c1ccccc1)c1ccccc1.CCOc1cc(C=O)ccc1C#CC1(O)CN2CCC1CC2. (10) Given the product COC(=O)CCc1cc(C(CC(C)C)NC(=O)OCc2ccccc2)no1, predict the reactants needed to synthesize it. The reactants are: C#CCCC(=O)OC.CC(C)CC(C=NO)NC(=O)OCc1ccccc1.